This data is from Catalyst prediction with 721,799 reactions and 888 catalyst types from USPTO. The task is: Predict which catalyst facilitates the given reaction. (1) Reactant: [CH3:1][O:2][C:3]([C:5]1[N:26](C(OC(C)(C)C)=O)[C:8]2=[CH:9][N:10]=[CH:11][C:12]([NH:13][C:14]3[CH:19]=[CH:18][C:17]([C:20]4[CH:25]=[CH:24][CH:23]=[CH:22][CH:21]=4)=[CH:16][CH:15]=3)=[C:7]2[CH:6]=1)=[O:4].C(O)(C(F)(F)F)=O.C(N(CC)CC)C. Product: [CH3:1][O:2][C:3]([C:5]1[NH:26][C:8]2=[CH:9][N:10]=[CH:11][C:12]([NH:13][C:14]3[CH:19]=[CH:18][C:17]([C:20]4[CH:21]=[CH:22][CH:23]=[CH:24][CH:25]=4)=[CH:16][CH:15]=3)=[C:7]2[CH:6]=1)=[O:4]. The catalyst class is: 2. (2) Reactant: [O:1]=[C:2]1[C:7]2[CH:8]=[CH:9][CH:10]=[CH:11][C:6]=2[N:5]=[N:4][N:3]1[CH2:12][CH2:13][CH:14]([S:19]([CH2:22][C:23]1[CH:28]=[CH:27][C:26]([C:29]2[CH:34]=[CH:33][C:32]([O:35][C:36]([F:39])([F:38])[F:37])=[CH:31][CH:30]=2)=[CH:25][CH:24]=1)(=[O:21])=[O:20])[C:15]([O:17]C)=[O:16].CO.[OH-].[Li+].S(=O)(=O)(O)[O-].[Na+]. Product: [O:1]=[C:2]1[C:7]2[CH:8]=[CH:9][CH:10]=[CH:11][C:6]=2[N:5]=[N:4][N:3]1[CH2:12][CH2:13][CH:14]([S:19]([CH2:22][C:23]1[CH:28]=[CH:27][C:26]([C:29]2[CH:30]=[CH:31][C:32]([O:35][C:36]([F:39])([F:37])[F:38])=[CH:33][CH:34]=2)=[CH:25][CH:24]=1)(=[O:20])=[O:21])[C:15]([OH:17])=[O:16]. The catalyst class is: 355. (3) Reactant: [CH3:1][Si:2]([CH3:19])([CH3:18])[CH2:3][CH2:4][O:5][CH2:6][N:7]1[CH:16]=[C:15]2[C:9]([NH:10][CH2:11][CH2:12][CH2:13][C:14]2=[O:17])=[N:8]1.Br[CH2:21][C:22]1[CH:27]=[CH:26][CH:25]=[C:24]([O:28][CH3:29])[CH:23]=1.C([O-])([O-])=O.[K+].[K+].O. Product: [CH3:29][O:28][C:24]1[CH:23]=[C:22]([CH:27]=[CH:26][CH:25]=1)[CH2:21][N:10]1[C:9]2[C:15](=[CH:16][N:7]([CH2:6][O:5][CH2:4][CH2:3][Si:2]([CH3:19])([CH3:18])[CH3:1])[N:8]=2)[C:14](=[O:17])[CH2:13][CH2:12][CH2:11]1. The catalyst class is: 37. (4) Reactant: Cl[C:2]1[N:7]2[C:8]([C:12]([O:14][CH2:15][CH3:16])=[O:13])=[C:9]([CH3:11])[N:10]=[C:6]2[CH:5]=[CH:4][CH:3]=1.[NH2:17][C:18]1[CH:23]=[CH:22][C:21]([CH2:24][CH2:25][NH2:26])=[CH:20][CH:19]=1.C(N(CC)C(C)C)(C)C. Product: [NH2:17][C:18]1[CH:23]=[CH:22][C:21]([CH2:24][CH2:25][NH:26][C:2]2[N:7]3[C:8]([C:12]([O:14][CH2:15][CH3:16])=[O:13])=[C:9]([CH3:11])[N:10]=[C:6]3[CH:5]=[CH:4][CH:3]=2)=[CH:20][CH:19]=1. The catalyst class is: 10. (5) Reactant: [F:1][C:2]1[CH:3]=[C:4]2[C:8](=[CH:9][C:10]=1[F:11])[C:7](=[O:12])[C:6](=[N:13]O)[CH2:5]2. Product: [NH2:13][CH:6]1[CH2:5][C:4]2[C:8](=[CH:9][C:10]([F:11])=[C:2]([F:1])[CH:3]=2)[C:7]1=[O:12]. The catalyst class is: 285. (6) Reactant: Br[C:2]1[CH:3]=[CH:4][C:5]([O:10][CH:11]2[CH2:16][CH2:15][C:14]([F:18])([F:17])[CH2:13][CH2:12]2)=[C:6]([CH:9]=1)[C:7]#[N:8].[B:19]1([B:19]2[O:23][C:22]([CH3:25])([CH3:24])[C:21]([CH3:27])([CH3:26])[O:20]2)[O:23][C:22]([CH3:25])([CH3:24])[C:21]([CH3:27])([CH3:26])[O:20]1.C([O-])(=O)C.[K+]. Product: [F:17][C:14]1([F:18])[CH2:15][CH2:16][CH:11]([O:10][C:5]2[CH:4]=[CH:3][C:2]([B:19]3[O:23][C:22]([CH3:25])([CH3:24])[C:21]([CH3:27])([CH3:26])[O:20]3)=[CH:9][C:6]=2[C:7]#[N:8])[CH2:12][CH2:13]1. The catalyst class is: 75. (7) Reactant: NC1NC(=O)C2N=CN([C@H]3[C@H](O)[C@H](O)[C@@H](CN)O3)C=2N=1.CCN(C(C)C)C(C)C.[CH2:30]([O:32][C:33]1[C:34](=O)[C:35](=[O:40])[C:36]=1[O:37]CC)[CH3:31]. Product: [CH2:30]([O:32][C:33]1[C:36](=[O:37])[C:35](=[O:40])[CH:34]=1)[CH3:31]. The catalyst class is: 3. (8) Reactant: [CH2:1]([O:3][CH:4]([O:7][CH2:8][CH3:9])[CH2:5]Cl)[CH3:2].[C:10]([O-:18])(=[O:17])[C:11]1[CH:16]=[CH:15][CH:14]=[CH:13][CH:12]=1.[K+].CN(C=O)C.O. Product: [CH2:1]([O:3][CH:4]([O:7][CH2:8][CH3:9])[CH2:5][O:18][C:10](=[O:17])[C:11]1[CH:16]=[CH:15][CH:14]=[CH:13][CH:12]=1)[CH3:2]. The catalyst class is: 13.